This data is from Forward reaction prediction with 1.9M reactions from USPTO patents (1976-2016). The task is: Predict the product of the given reaction. Given the reactants [OH:1][CH2:2][CH2:3][NH:4][CH2:5][CH2:6][O:7][C:8]1[CH:15]=[CH:14][C:11]([C:12]#[N:13])=[CH:10][CH:9]=1.C(N(CC)CC)C.[CH3:23][N:24]([CH3:28])[C:25](Cl)=[O:26], predict the reaction product. The product is: [C:12]([C:11]1[CH:10]=[CH:9][C:8]([O:7][CH2:6][CH2:5][N:4]([CH2:3][CH2:2][OH:1])[C:25]([N:24]([CH3:28])[CH3:23])=[O:26])=[CH:15][CH:14]=1)#[N:13].